This data is from Reaction yield outcomes from USPTO patents with 853,638 reactions. The task is: Predict the reaction yield, written as a fraction of the theoretical maximum amount of product (1.0 means a 100% yield; for example, 0.34 means a 34% yield). (1) The reactants are [Br:1][C:2]1[CH:10]=[C:9]([NH:11][C:12]([O:14][C:15]([CH3:18])([CH3:17])[CH3:16])=[O:13])[C:8]([O:19][CH3:20])=[C:7]2[C:3]=1[C:4]1[CH:31]=[C:30]([CH3:32])[CH:29]=[N:28][C:5]=1[N:6]2[C:21]([O:23][C:24]([CH3:27])([CH3:26])[CH3:25])=[O:22].[H-].[Na+].[CH3:35]I. The catalyst is CN(C=O)C. The product is [Br:1][C:2]1[CH:10]=[C:9]([N:11]([C:12]([O:14][C:15]([CH3:18])([CH3:16])[CH3:17])=[O:13])[CH3:35])[C:8]([O:19][CH3:20])=[C:7]2[C:3]=1[C:4]1[CH:31]=[C:30]([CH3:32])[CH:29]=[N:28][C:5]=1[N:6]2[C:21]([O:23][C:24]([CH3:25])([CH3:26])[CH3:27])=[O:22]. The yield is 0.750. (2) The reactants are [Br:1][C:2]1[CH:7]=[CH:6][C:5]([CH2:8]O)=[C:4]([O:10][C:11]([F:14])([F:13])[F:12])[CH:3]=1.C1(P(C2C=CC=CC=2)C2C=CC=CC=2)C=CC=CC=1.C(Br)(Br)(Br)[Br:35]. The catalyst is ClCCl. The product is [Br:1][C:2]1[CH:7]=[CH:6][C:5]([CH2:8][Br:35])=[C:4]([O:10][C:11]([F:14])([F:13])[F:12])[CH:3]=1. The yield is 0.880. (3) The reactants are [CH3:1][O:2][C:3](=[O:13])[C@@H:4]([NH2:12])[CH2:5][CH:6]1[CH2:11][CH2:10][CH2:9][CH2:8][CH2:7]1.C(N(CC)C(C)C)(C)C.C([O:25][C:26](=O)/[CH:27]=[C:28](/[O:31][C:32]1[CH:37]=[CH:36][CH:35]=[C:34]([O:38][C:39]([F:42])([F:41])[F:40])[CH:33]=1)\[CH2:29]Br)C. The catalyst is CN(C)C=O. The product is [CH3:1][O:2][C:3](=[O:13])[C@@H:4]([N:12]1[CH2:29][C:28]([O:31][C:32]2[CH:37]=[CH:36][CH:35]=[C:34]([O:38][C:39]([F:41])([F:42])[F:40])[CH:33]=2)=[CH:27][C:26]1=[O:25])[CH2:5][CH:6]1[CH2:11][CH2:10][CH2:9][CH2:8][CH2:7]1. The yield is 0.230. (4) The reactants are [C:1]1([C:7]2[N:8]=[C:9]([NH2:13])[N:10]=[N:11][CH:12]=2)[CH:6]=[CH:5][CH:4]=[CH:3][CH:2]=1.[Cl:14]N1C(=O)CCC1=O. No catalyst specified. The product is [Cl:14][C:12]1[N:11]=[N:10][C:9]([NH2:13])=[N:8][C:7]=1[C:1]1[CH:2]=[CH:3][CH:4]=[CH:5][CH:6]=1. The yield is 0.650. (5) The reactants are Br[CH2:2][C:3]([C:5]1[CH:10]=[CH:9][C:8]([Br:11])=[CH:7][CH:6]=1)=[O:4].[OH2:12].O.O.O.O.O.O.O.O.[S-2:21].[Na+].[Na+]. The catalyst is CC(C)=O.O. The product is [S:21]([CH2:2][C:3]([C:5]1[CH:10]=[CH:9][C:8]([Br:11])=[CH:7][CH:6]=1)=[O:12])[CH2:2][C:3]([C:5]1[CH:10]=[CH:9][C:8]([Br:11])=[CH:7][CH:6]=1)=[O:4]. The yield is 0.430. (6) The reactants are [ClH:1].[CH:2]([C:4]1[CH:5]=[C:6]2[C:11](=[CH:12][CH:13]=1)[CH:10]=[C:9]([S:14]([CH2:17][CH2:18][C:19]([N:21]1[CH2:26][CH2:25][CH:24]([C:27]3[N:31]4[CH2:32][CH2:33][CH2:34][CH2:35][C:30]4=[N:29][CH:28]=3)[CH2:23][CH2:22]1)=[O:20])(=[O:16])=[O:15])[CH:8]=[CH:7]2)=[CH2:3]. The catalyst is CO.[C].[Pd]. The product is [ClH:1].[CH2:2]([C:4]1[CH:5]=[C:6]2[C:11](=[CH:12][CH:13]=1)[CH:10]=[C:9]([S:14]([CH2:17][CH2:18][C:19]([N:21]1[CH2:26][CH2:25][CH:24]([C:27]3[N:31]4[CH2:32][CH2:33][CH2:34][CH2:35][C:30]4=[N:29][CH:28]=3)[CH2:23][CH2:22]1)=[O:20])(=[O:15])=[O:16])[CH:8]=[CH:7]2)[CH3:3]. The yield is 0.990. (7) The yield is 0.960. The catalyst is C(O)=O. The reactants are C([O:5][C:6](=[O:45])[CH:7]([NH:21][C:22]1[C:27]([NH:28][CH2:29][S:30]([C:33]2[CH:38]=[CH:37][C:36]([F:39])=[CH:35][CH:34]=2)(=[O:32])=[O:31])=[CH:26][N:25]=[C:24]([N:40]([CH2:43][CH3:44])[CH2:41][CH3:42])[N:23]=1)[CH2:8][C:9]1[CH:14]=[CH:13][C:12]([O:15][C:16](=[O:20])[N:17]([CH3:19])[CH3:18])=[CH:11][CH:10]=1)(C)(C)C.[ClH:46]. The product is [ClH:46].[CH2:43]([N:40]([CH2:41][CH3:42])[C:24]1[N:23]=[C:22]([NH:21][CH:7]([CH2:8][C:9]2[CH:14]=[CH:13][C:12]([O:15][C:16](=[O:20])[N:17]([CH3:18])[CH3:19])=[CH:11][CH:10]=2)[C:6]([OH:45])=[O:5])[C:27]([NH:28][CH2:29][S:30]([C:33]2[CH:38]=[CH:37][C:36]([F:39])=[CH:35][CH:34]=2)(=[O:31])=[O:32])=[CH:26][N:25]=1)[CH3:44]. (8) The reactants are Br[CH2:2][CH2:3][CH2:4][CH2:5][N:6]1[C:14](=[O:15])[C:13]2[C:8](=[CH:9][CH:10]=[CH:11][CH:12]=2)[C:7]1=[O:16].[CH3:17][S-:18].[Na+]. The catalyst is CO. The product is [CH3:17][S:18][CH2:2][CH2:3][CH2:4][CH2:5][N:6]1[C:14](=[O:15])[C:13]2[C:8](=[CH:9][CH:10]=[CH:11][CH:12]=2)[C:7]1=[O:16]. The yield is 0.910.